From a dataset of Forward reaction prediction with 1.9M reactions from USPTO patents (1976-2016). Predict the product of the given reaction. Given the reactants Cl[C:2]1[C:7](Cl)=[CH:6][CH:5]=[CH:4][N:3]=1.[NH2:9][C:10]1[CH:15]=[CH:14][CH:13]=[CH:12][CH:11]=1.CC(C)([O-])C.[Na+].C1(P(C2C=CC=CC=2)C2C=CC=CC=2)C=CC=CC=1.C(P(C(C)(C)C)C(C)(C)C)(C)(C)C.C1CCN2C(=NCCC2)CC1, predict the reaction product. The product is: [N:3]1[C:2]2[NH:9][C:10]3[C:15]([C:7]=2[CH:6]=[CH:5][CH:4]=1)=[CH:14][CH:13]=[CH:12][CH:11]=3.